Dataset: Forward reaction prediction with 1.9M reactions from USPTO patents (1976-2016). Task: Predict the product of the given reaction. (1) Given the reactants [C:1]([C:5]1[N:6]=[C:7]([N:22]2[CH2:27][CH2:26]O[CH2:24][CH2:23]2)[C:8]2[N:13]=[N:12][N:11]([CH2:14][C:15]3[CH:20]=[CH:19][CH:18]=[CH:17][C:16]=3[Cl:21])[C:9]=2[N:10]=1)([CH3:4])([CH3:3])[CH3:2].C(C1N=C(Cl)C2N=NN(CC3C=CC=CC=3Cl)C=2N=1)(C)(C)C.N1CCCC1, predict the reaction product. The product is: [C:1]([C:5]1[N:6]=[C:7]([N:22]2[CH2:27][CH2:26][CH2:24][CH2:23]2)[C:8]2[N:13]=[N:12][N:11]([CH2:14][C:15]3[CH:20]=[CH:19][CH:18]=[CH:17][C:16]=3[Cl:21])[C:9]=2[N:10]=1)([CH3:4])([CH3:3])[CH3:2]. (2) Given the reactants [N:1]1[CH:6]=[CH:5][CH:4]=[CH:3][C:2]=1[S:7][C:8]1[CH:9]=[C:10]([O:30][C:31]2[C:32]([CH3:38])=[N:33][N:34]([CH3:37])[C:35]=2[CH3:36])[C:11]([NH:14][C:15]2[S:19][N:18]=[C:17]([C@H:20]3[CH2:24][O:23]C4(CCCCC4)[O:21]3)[N:16]=2)=[N:12][CH:13]=1.[ClH:39].C(=O)(O)[O-].[Na+], predict the reaction product. The product is: [ClH:39].[N:1]1[CH:6]=[CH:5][CH:4]=[CH:3][C:2]=1[S:7][C:8]1[CH:9]=[C:10]([O:30][C:31]2[C:32]([CH3:38])=[N:33][N:34]([CH3:37])[C:35]=2[CH3:36])[C:11]([NH:14][C:15]2[S:19][N:18]=[C:17]([C@H:20]([OH:21])[CH2:24][OH:23])[N:16]=2)=[N:12][CH:13]=1.